From a dataset of Forward reaction prediction with 1.9M reactions from USPTO patents (1976-2016). Predict the product of the given reaction. Given the reactants [CH3:1][O:2][C:3]1[C:8]([C:9]([OH:11])=O)=[CH:7][C:6]([C:12]([NH2:14])=[O:13])=[CH:5][CH:4]=1.[CH3:15][C:16]1[CH:17]=[C:18]([CH:20]=[CH:21][C:22]=1[CH3:23])[NH2:19], predict the reaction product. The product is: [CH3:15][C:16]1[CH:17]=[C:18]([NH:19][C:9](=[O:11])[C:8]2[CH:7]=[C:6]([CH:5]=[CH:4][C:3]=2[O:2][CH3:1])[C:12]([NH2:14])=[O:13])[CH:20]=[CH:21][C:22]=1[CH3:23].